This data is from Reaction yield outcomes from USPTO patents with 853,638 reactions. The task is: Predict the reaction yield, written as a fraction of the theoretical maximum amount of product (1.0 means a 100% yield; for example, 0.34 means a 34% yield). (1) The reactants are Br[CH2:2][C:3]1[CH:10]=[CH:9][C:6]([CH:7]=[O:8])=[CH:5][C:4]=1[Cl:11].[C:12]1(=[O:22])[NH:16][C:15](=[O:17])[C:14]2=[CH:18][CH:19]=[CH:20][CH:21]=[C:13]12.[K]. The catalyst is CN(C=O)C.O. The product is [Cl:11][C:4]1[CH:5]=[C:6]([CH:9]=[CH:10][C:3]=1[CH2:2][N:16]1[C:12](=[O:22])[C:13]2[C:14](=[CH:18][CH:19]=[CH:20][CH:21]=2)[C:15]1=[O:17])[CH:7]=[O:8]. The yield is 0.600. (2) The reactants are [CH3:1][C@H:2]1[CH2:6][C@@H:5]([CH2:7][N:8]2[C:16]3[C:11](=[CH:12][C:13]([C:17]4[CH:18]=[N:19][N:20](C5CCCCO5)[CH:21]=4)=[CH:14][CH:15]=3)[CH:10]=[N:9]2)[CH2:4][N:3]1[C:28](=[O:37])[CH2:29][CH2:30][C:31]1[CH:36]=[CH:35][CH:34]=[CH:33][CH:32]=1.C1(C)C=CC(S(O)(=O)=O)=CC=1.C(=O)(O)[O-].[Na+]. The catalyst is CO.ClCCl. The product is [NH:19]1[CH:18]=[C:17]([C:13]2[CH:12]=[C:11]3[C:16](=[CH:15][CH:14]=2)[N:8]([CH2:7][C@H:5]2[CH2:4][N:3]([C:28](=[O:37])[CH2:29][CH2:30][C:31]4[CH:32]=[CH:33][CH:34]=[CH:35][CH:36]=4)[C@@H:2]([CH3:1])[CH2:6]2)[N:9]=[CH:10]3)[CH:21]=[N:20]1. The yield is 0.600. (3) The reactants are [F:1][C:2]1[CH:7]=[CH:6][C:5]([C:8]2[C:12](/[CH:13]=[CH:14]/[C:15]3[CH:16]=[C:17]([C:21](O)=[O:22])[N:18]([CH3:20])[N:19]=3)=[C:11]([CH3:24])[O:10][N:9]=2)=[CH:4][CH:3]=1.O.O[N:27]1[C:31]2[CH:32]=CC=C[C:30]=2N=N1.C(N(C(C)C)C(C)C)C.C(N)(C)C.[Cl-].[Na+]. The catalyst is CN(C=O)C. The product is [CH:31]([NH:27][C:21]([C:17]1[N:18]([CH3:20])[N:19]=[C:15](/[CH:14]=[CH:13]/[C:12]2[C:8]([C:5]3[CH:4]=[CH:3][C:2]([F:1])=[CH:7][CH:6]=3)=[N:9][O:10][C:11]=2[CH3:24])[CH:16]=1)=[O:22])([CH3:32])[CH3:30]. The yield is 0.110. (4) The reactants are [O:1]=[C:2]1[C:10](=[O:11])[C:9]2[C:4](=[CH:5][CH:6]=[CH:7][CH:8]=2)[N:3]1[CH:12]([CH2:16][CH:17]([CH3:19])[CH3:18])[C:13]([OH:15])=O.[S:20]1[CH:24]=[CH:23][N:22]=[C:21]1[NH2:25].C(N(CC)C(C)C)(C)C.F[P-](F)(F)(F)(F)F.N1(O[P+](N(C)C)(N(C)C)N(C)C)C2C=CC=CC=2N=N1. The catalyst is CN(C)C=O.C(OCC)(=O)C. The product is [S:20]1[CH:24]=[CH:23][N:22]=[C:21]1[NH:25][C:13](=[O:15])[CH:12]([N:3]1[C:4]2[C:9](=[CH:8][CH:7]=[CH:6][CH:5]=2)[C:10](=[O:11])[C:2]1=[O:1])[CH2:16][CH:17]([CH3:19])[CH3:18]. The yield is 0.680.